Dataset: Reaction yield outcomes from USPTO patents with 853,638 reactions. Task: Predict the reaction yield, written as a fraction of the theoretical maximum amount of product (1.0 means a 100% yield; for example, 0.34 means a 34% yield). The reactants are [CH3:1][S:2](Cl)(=[O:4])=[O:3].[CH2:6]([O:13][CH2:14][CH2:15][O:16][CH2:17][CH2:18][OH:19])[C:7]1[CH:12]=[CH:11][CH:10]=[CH:9][CH:8]=1.CCN(CC)CC. The catalyst is C(Cl)Cl. The product is [CH3:1][S:2]([O:19][CH2:18][CH2:17][O:16][CH2:15][CH2:14][O:13][CH2:6][C:7]1[CH:12]=[CH:11][CH:10]=[CH:9][CH:8]=1)(=[O:4])=[O:3]. The yield is 1.00.